From a dataset of NCI-60 drug combinations with 297,098 pairs across 59 cell lines. Regression. Given two drug SMILES strings and cell line genomic features, predict the synergy score measuring deviation from expected non-interaction effect. (1) Synergy scores: CSS=40.7, Synergy_ZIP=2.12, Synergy_Bliss=3.84, Synergy_Loewe=-24.6, Synergy_HSA=4.51. Cell line: HT29. Drug 1: C1CC(CCC1OC2=C(C(=CC=C2)Cl)F)(CC3=NC(=CC=C3)NC4=NC=CS4)C(=O)O. Drug 2: CCC1=C2CN3C(=CC4=C(C3=O)COC(=O)C4(CC)O)C2=NC5=C1C=C(C=C5)O. (2) Drug 2: CC1=C(C=C(C=C1)C(=O)NC2=CC(=CC(=C2)C(F)(F)F)N3C=C(N=C3)C)NC4=NC=CC(=N4)C5=CN=CC=C5. Drug 1: CCC1(CC2CC(C3=C(CCN(C2)C1)C4=CC=CC=C4N3)(C5=C(C=C6C(=C5)C78CCN9C7C(C=CC9)(C(C(C8N6C=O)(C(=O)OC)O)OC(=O)C)CC)OC)C(=O)OC)O.OS(=O)(=O)O. Cell line: CAKI-1. Synergy scores: CSS=-16.1, Synergy_ZIP=8.74, Synergy_Bliss=3.82, Synergy_Loewe=-6.06, Synergy_HSA=-8.54. (3) Drug 1: CNC(=O)C1=NC=CC(=C1)OC2=CC=C(C=C2)NC(=O)NC3=CC(=C(C=C3)Cl)C(F)(F)F. Drug 2: CCN(CC)CCCC(C)NC1=C2C=C(C=CC2=NC3=C1C=CC(=C3)Cl)OC. Cell line: HL-60(TB). Synergy scores: CSS=35.5, Synergy_ZIP=-5.48, Synergy_Bliss=-3.04, Synergy_Loewe=-19.3, Synergy_HSA=-3.05.